Dataset: Catalyst prediction with 721,799 reactions and 888 catalyst types from USPTO. Task: Predict which catalyst facilitates the given reaction. (1) Reactant: [Cl:1][C:2]1[CH:3]=[C:4]([CH:9](O)[C@H:10]2[CH2:14][CH2:13][N:12]([C:15]([O:17][C:18]([CH3:21])([CH3:20])[CH3:19])=[O:16])[CH2:11]2)[CH:5]=[CH:6][C:7]=1[F:8].[C:23]1(=[O:33])[NH:27][C:26](=[O:28])[C:25]2=[CH:29][CH:30]=[CH:31][CH:32]=[C:24]12.C1C=CC(P(C2C=CC=CC=2)C2C=CC=CC=2)=CC=1.N(C(OCC)=O)=NC(OCC)=O. Product: [Cl:1][C:2]1[CH:3]=[C:4]([CH:9]([N:27]2[C:23](=[O:33])[C:24]3[C:25](=[CH:29][CH:30]=[CH:31][CH:32]=3)[C:26]2=[O:28])[C@H:10]2[CH2:14][CH2:13][N:12]([C:15]([O:17][C:18]([CH3:21])([CH3:20])[CH3:19])=[O:16])[CH2:11]2)[CH:5]=[CH:6][C:7]=1[F:8]. The catalyst class is: 1. (2) Reactant: [Br:1][C:2]1[CH:8]=[C:7]([N+:9]([O-:11])=[O:10])[C:5]([NH2:6])=[C:4]([N+:12]([O-:14])=[O:13])[CH:3]=1.[C:15](OC(=O)C)(=[O:17])[CH3:16]. Product: [Br:1][C:2]1[CH:8]=[C:7]([N+:9]([O-:11])=[O:10])[C:5]([NH:6][C:15](=[O:17])[CH3:16])=[C:4]([N+:12]([O-:14])=[O:13])[CH:3]=1. The catalyst class is: 501. (3) Reactant: [F:1][C:2]([F:54])([F:53])[C:3]1[CH:8]=[CH:7][C:6]([C:9]2[CH2:14][CH2:13][CH2:12][CH2:11][C:10]=2[C:15]([NH:17][C:18]2[CH:19]=[C:20]3[C:25](=[CH:26][CH:27]=2)[CH2:24][N:23]([CH2:28][C:29]2[N:33]=[CH:32][N:31](C(C4C=CC=CC=4)(C4C=CC=CC=4)C4C=CC=CC=4)[N:30]=2)[CH2:22][CH2:21]3)=[O:16])=[CH:5][CH:4]=1.Cl.O.C(=O)(O)[O-].[Na+]. Product: [NH:31]1[CH:32]=[N:33][C:29]([CH2:28][N:23]2[CH2:22][CH2:21][C:20]3[C:25](=[CH:26][CH:27]=[C:18]([NH:17][C:15]([C:10]4[CH2:11][CH2:12][CH2:13][CH2:14][C:9]=4[C:6]4[CH:7]=[CH:8][C:3]([C:2]([F:54])([F:1])[F:53])=[CH:4][CH:5]=4)=[O:16])[CH:19]=3)[CH2:24]2)=[N:30]1. The catalyst class is: 5. (4) Reactant: Cl.[C:2]1([C:8]([C:10]([C:12]2[CH:17]=[CH:16][CH:15]=[CH:14][CH:13]=2)=O)=O)[CH:7]=[CH:6][CH:5]=[CH:4][CH:3]=1.[S:18]([NH2:22])([NH2:21])(=[O:20])=[O:19]. Product: [C:2]1([C:8]2[C:10]([C:12]3[CH:17]=[CH:16][CH:15]=[CH:14][CH:13]=3)=[N:22][S:18](=[O:20])(=[O:19])[N:21]=2)[CH:7]=[CH:6][CH:5]=[CH:4][CH:3]=1. The catalyst class is: 5. (5) Reactant: Cl.[C:2]1([C@H:8]([C:10](Cl)=[O:11])[NH2:9])[CH:7]=[CH:6][CH:5]=[CH:4][CH:3]=1.O1CCCC1.[F:18][C:19]([F:28])([F:27])[C:20]1[CH:21]=[C:22]([CH:24]=[CH:25][CH:26]=1)[NH2:23]. Product: [NH2:9][C@H:8]([C:2]1[CH:7]=[CH:6][CH:5]=[CH:4][CH:3]=1)[C:10]([NH:23][C:22]1[CH:24]=[CH:25][CH:26]=[C:20]([C:19]([F:18])([F:27])[F:28])[CH:21]=1)=[O:11]. The catalyst class is: 4.